From a dataset of Full USPTO retrosynthesis dataset with 1.9M reactions from patents (1976-2016). Predict the reactants needed to synthesize the given product. (1) Given the product [Cl:1][C:2]1[C:3](=[O:32])[N:4]([CH2:20][CH2:21][C:22]2[CH:23]=[CH:24][C:25]([C:26]([O:28][CH3:29])=[O:27])=[CH:30][CH:31]=2)[C:5]([C:9](=[O:35])[C:10](=[O:45])[C:11]2[CH:16]=[CH:15][CH:14]=[C:13]([CH2:17][CH2:18][CH3:19])[CH:12]=2)=[C:6]([Cl:8])[CH:7]=1, predict the reactants needed to synthesize it. The reactants are: [Cl:1][C:2]1[C:3](=[O:32])[N:4]([CH2:20][CH2:21][C:22]2[CH:31]=[CH:30][C:25]([C:26]([O:28][CH3:29])=[O:27])=[CH:24][CH:23]=2)[C:5](/[CH:9]=[CH:10]/[C:11]2[CH:16]=[CH:15][CH:14]=[C:13]([CH2:17][CH2:18][CH3:19])[CH:12]=2)=[C:6]([Cl:8])[CH:7]=1.CC(C)=[O:35].C[N+]1([O-])CCOCC1.[OH2:45]. (2) Given the product [CH2:1]([O:8][C:9]1[CH:14]=[CH:13][C:12]([CH:15]([OH:29])[CH2:16][NH:17][C:18]([CH3:28])([CH3:27])[CH2:19][CH2:20][N:21]2[CH:25]=[C:24]([C:41]3[CH:46]=[CH:45][CH:44]=[CH:43][CH:42]=3)[N:23]=[CH:22]2)=[CH:11][C:10]=1[NH:30][S:31]([C:34]1[CH:39]=[CH:38][CH:37]=[CH:36][CH:35]=1)(=[O:33])=[O:32])[C:2]1[CH:7]=[CH:6][CH:5]=[CH:4][CH:3]=1, predict the reactants needed to synthesize it. The reactants are: [CH2:1]([O:8][C:9]1[CH:14]=[CH:13][C:12]([CH:15]([OH:29])[CH2:16][NH:17][C:18]([CH3:28])([CH3:27])[CH2:19][CH2:20][N:21]2[CH:25]=[C:24](I)[N:23]=[CH:22]2)=[CH:11][C:10]=1[NH:30][S:31]([C:34]1[CH:39]=[CH:38][CH:37]=[CH:36][CH:35]=1)(=[O:33])=[O:32])[C:2]1[CH:7]=[CH:6][CH:5]=[CH:4][CH:3]=1.F[C:41]1[CH:46]=[CH:45][C:44](OB(O)O)=[CH:43][CH:42]=1.C(=O)([O-])O.[Na+].C1(C)C=CC=CC=1.